Task: Predict the product of the given reaction.. Dataset: Forward reaction prediction with 1.9M reactions from USPTO patents (1976-2016) (1) Given the reactants [Br:1][C:2]1[C:10]2[N:9]=[CH:8][NH:7][C:6]=2[CH:5]=[C:4]([Cl:11])[CH:3]=1.[H-].[Na+].[CH3:14][Si:15]([CH3:22])([CH3:21])[CH2:16][CH2:17][O:18][CH2:19]Cl.O, predict the reaction product. The product is: [Br:1][C:2]1[C:10]2[N:9]=[CH:8][N:7]([CH2:19][O:18][CH2:17][CH2:16][Si:15]([CH3:22])([CH3:21])[CH3:14])[C:6]=2[CH:5]=[C:4]([Cl:11])[CH:3]=1. (2) Given the reactants [NH2:1][C:2]1[C:3]([C:9]([O:11]C)=[O:10])=[N:4][C:5]([Br:8])=[CH:6][N:7]=1.[OH-].[Na+].Cl, predict the reaction product. The product is: [NH2:1][C:2]1[C:3]([C:9]([OH:11])=[O:10])=[N:4][C:5]([Br:8])=[CH:6][N:7]=1. (3) Given the reactants [F:1][C:2]1[CH:7]=[CH:6][C:5]([NH:8][C:9]2[O:10][CH2:11][C:12](=[O:19])[C:13]=2[C:14]([O:16][CH2:17][CH3:18])=[O:15])=[CH:4][CH:3]=1.[C:20](=O)([O-])[O-].[K+].[K+].CI, predict the reaction product. The product is: [F:1][C:2]1[CH:3]=[CH:4][C:5]([N:8]([C:9]2[O:10][CH2:11][C:12](=[O:19])[C:13]=2[C:14]([O:16][CH2:17][CH3:18])=[O:15])[CH3:20])=[CH:6][CH:7]=1. (4) Given the reactants [C:1]1([CH3:19])[CH:6]=[CH:5][C:4]([S:7]([N:10]2[CH2:15][CH2:14][S:13][CH2:12][C@H:11]2[C:16]([OH:18])=[O:17])(=[O:9])=[O:8])=[CH:3][CH:2]=1.[S:20]1[CH:24]=[CH:23][CH:22]=[C:21]1[CH:25](O)[CH3:26].C1CCC(N=C=NC2CCCCC2)CC1, predict the reaction product. The product is: [S:20]1[CH:24]=[CH:23][CH:22]=[C:21]1[CH2:25][CH2:26][O:17][C:16]([C@@H:11]1[CH2:12][S:13][CH2:14][CH2:15][N:10]1[S:7]([C:4]1[CH:3]=[CH:2][C:1]([CH3:19])=[CH:6][CH:5]=1)(=[O:9])=[O:8])=[O:18]. (5) The product is: [Cl:27][C:22]1[CH:21]=[C:20]([CH:25]=[CH:24][C:23]=1[F:26])[NH:19][C:13]1[C:12]2[C:17](=[CH:18][C:9]([OH:8])=[CH:10][C:11]=2[O:28][CH2:29][C@H:30]2[CH2:34][CH2:33][CH2:32][NH:31]2)[N:16]=[CH:15][N:14]=1. Given the reactants C([O:8][C:9]1[CH:18]=[C:17]2[C:12]([C:13]([NH:19][C:20]3[CH:25]=[CH:24][C:23]([F:26])=[C:22]([Cl:27])[CH:21]=3)=[N:14][CH:15]=[N:16]2)=[C:11]([O:28][CH2:29][C@H:30]2[CH2:34][CH2:33][CH2:32][N:31]2C(OC(C)(C)C)=O)[CH:10]=1)C1C=CC=CC=1.C(=O)([O-])O.[Na+], predict the reaction product. (6) Given the reactants [CH:1]1([CH2:6][C@H:7](NC(C2N(C)N=CC=2)=O)[C:8](=[O:28])[NH:9][C@H:10]2[CH2:16][CH2:15][C@@H:14](C)[N:13]([S:18]([C:21]3[CH:26]=[CH:25][CH:24]=[CH:23][N:22]=3)(=[O:20])=[O:19])[CH2:12][C:11]2=[O:27])CCCC1, predict the reaction product. The product is: [OH:27][C@@H:11]1[C@@H:10]([N:9]2[C:8](=[O:28])[C:7]3[C:10](=[CH:16][CH:15]=[CH:1][CH:6]=3)[C:11]2=[O:27])[CH2:16][CH2:15][CH2:14][N:13]([S:18]([C:21]2[CH:26]=[CH:25][CH:24]=[CH:23][N:22]=2)(=[O:19])=[O:20])[CH2:12]1. (7) Given the reactants [CH2:1]([CH:8]1[CH2:13][CH:12]([C:14]([O:16]C)=[O:15])[CH2:11][CH2:10][NH:9]1)[C:2]1[CH:7]=[CH:6][CH:5]=[CH:4][CH:3]=1.CCN(C(C)C)C(C)C.Cl[C:28]([O:30][CH3:31])=[O:29].[Li+].[OH-], predict the reaction product. The product is: [CH2:1]([CH:8]1[CH2:13][CH:12]([C:14]([OH:16])=[O:15])[CH2:11][CH2:10][N:9]1[C:28]([O:30][CH3:31])=[O:29])[C:2]1[CH:3]=[CH:4][CH:5]=[CH:6][CH:7]=1.